This data is from Full USPTO retrosynthesis dataset with 1.9M reactions from patents (1976-2016). The task is: Predict the reactants needed to synthesize the given product. (1) Given the product [Br:1][C:2]1[CH:10]=[CH:9][C:8]([Cl:11])=[CH:7][C:3]=1[C:4]([O:6][CH2:12][CH3:13])=[O:5], predict the reactants needed to synthesize it. The reactants are: [Br:1][C:2]1[CH:10]=[CH:9][C:8]([Cl:11])=[CH:7][C:3]=1[C:4]([OH:6])=[O:5].[CH2:12](O)[CH3:13]. (2) The reactants are: Br[C:2]1[CH:3]=[C:4]([CH2:8][CH2:9][N:10]([CH3:12])[CH3:11])[CH:5]=[CH:6][CH:7]=1.[Mg].Br[C:15]1[C:16]([CH3:22])=[N:17][N:18]([CH3:21])[C:19]=1[CH3:20].[Cl-].[Li+]. Given the product [CH3:11][N:10]([CH3:12])[CH2:9][CH2:8][C:4]1[CH:5]=[CH:6][CH:7]=[C:2]([C:15]2[C:16]([CH3:22])=[N:17][N:18]([CH3:21])[C:19]=2[CH3:20])[CH:3]=1, predict the reactants needed to synthesize it. (3) Given the product [Cl:1][C:2]1[CH:3]=[C:4]([CH3:25])[C:5]([NH:10][C:9]([C:11]2[N:15]([C:16]3[C:21]([Cl:22])=[CH:20][CH:19]=[CH:18][N:17]=3)[N:14]=[CH:13][CH:12]=2)=[O:8])=[C:6]([C:7]([NH:27][NH2:28])=[O:23])[CH:24]=1, predict the reactants needed to synthesize it. The reactants are: [Cl:1][C:2]1[CH:3]=[C:4]([CH3:25])[C:5]2[N:10]=[C:9]([C:11]3[N:15]([C:16]4[C:21]([Cl:22])=[CH:20][CH:19]=[CH:18][N:17]=4)[N:14]=[CH:13][CH:12]=3)[O:8][C:7](=[O:23])[C:6]=2[CH:24]=1.O.[NH2:27][NH2:28].O1CCCC1. (4) Given the product [NH2:61][C@H:66]([C:67]([OH:69])=[O:68])[CH2:33][C:34]1[CH:70]=[CH:7][C:8]([OH:9])=[CH:36][CH:35]=1, predict the reactants needed to synthesize it. The reactants are: C1N([CH2:7][CH2:8][OH:9])CCN(CCS(O)(=O)=O)C1.[Mg+2].[Cl-].[Cl-].P(OC[C@H:33]1O[C@@H:36](N2C3N=CN=C(N)C=3N=C2)[C@H:35](O)[C@@H:34]1O)(OP(OP(O)(O)=O)(O)=O)(=O)O.C([N:61]([CH2:66][C:67]([OH:69])=[O:68])CC(O)=O)C[N:61](CC(O)=O)[CH2:66][C:67]([OH:69])=[O:68].[CH3:70]S(C)=O. (5) The reactants are: [Cl:1][C:2]1[CH:11]=[CH:10][C:9]2[C:4](=[CH:5][C:6]3[CH2:16][CH2:15][NH:14][CH2:13][CH2:12][C:7]=3[CH:8]=2)[N:3]=1.[F:17][C:18]([F:38])([F:37])[C:19](N1CCC2C=C3C(C=CC(=O)N3)=CC=2CC1)=[O:20].P(Cl)(Cl)(Cl)=[O:40].C(=O)([O-])[O-].[K+].[K+]. Given the product [F:17][C:18]([F:38])([F:37])[C:19]([OH:40])=[O:20].[Cl:1][C:2]1[CH:11]=[CH:10][C:9]2[C:4](=[CH:5][C:6]3[CH2:16][CH2:15][NH:14][CH2:13][CH2:12][C:7]=3[CH:8]=2)[N:3]=1, predict the reactants needed to synthesize it.